Dataset: Full USPTO retrosynthesis dataset with 1.9M reactions from patents (1976-2016). Task: Predict the reactants needed to synthesize the given product. (1) Given the product [C:22]([C:21]1[C:24]([O:26][CH3:27])=[CH:25][C:18]([N:2]2[CH2:3][C:4]3([CH2:5][CH2:6][N:7]([C:10]([O:12][C:13]([CH3:16])([CH3:15])[CH3:14])=[O:11])[CH2:8][CH2:9]3)[CH2:1]2)=[N:19][CH:20]=1)#[N:23], predict the reactants needed to synthesize it. The reactants are: [CH2:1]1[C:4]2([CH2:9][CH2:8][N:7]([C:10]([O:12][C:13]([CH3:16])([CH3:15])[CH3:14])=[O:11])[CH2:6][CH2:5]2)[CH2:3][NH:2]1.Cl[C:18]1[CH:25]=[C:24]([O:26][CH3:27])[C:21]([C:22]#[N:23])=[CH:20][N:19]=1.COC1C=CC=C(OC)C=1C1C=CC=CC=1P(C1CCCCC1)C1CCCCC1.C([O-])([O-])=O.[Cs+].[Cs+]. (2) Given the product [CH2:5]([O:12][C:13]1[CH:20]=[CH:19][C:16]([C:17]([OH:1])=[O:18])=[C:15]([CH2:21][CH3:22])[CH:14]=1)[C:6]1[CH:7]=[CH:8][CH:9]=[CH:10][CH:11]=1, predict the reactants needed to synthesize it. The reactants are: [O-:1]Cl=O.[Na+].[CH2:5]([O:12][C:13]1[CH:20]=[CH:19][C:16]([CH:17]=[O:18])=[C:15]([CH2:21][CH3:22])[CH:14]=1)[C:6]1[CH:11]=[CH:10][CH:9]=[CH:8][CH:7]=1. (3) Given the product [CH2:5]([C:4]1[C:10]([C:8]#[N:9])=[C:11]([OH:12])[N:13]=[C:2]([CH3:1])[CH:3]=1)[CH3:6], predict the reactants needed to synthesize it. The reactants are: [CH3:1][C:2](=O)[C:3]#[C:4][CH2:5][CH3:6].[C:8]([CH2:10][C:11]([NH2:13])=[O:12])#[N:9].C(O)(=O)C.N1CCCCC1.N1CCCCC1. (4) Given the product [CH2:9]([S:8][C:6]1[C:5]([C:11]([NH:13][CH2:14][C:15]2[CH:20]=[CH:19][CH:18]=[C:17]([F:21])[CH:16]=2)=[O:12])=[C:4]([CH3:22])[CH:3]=[C:2]([N:27]2[CH2:28][CH:25]([O:24][CH3:23])[CH2:26]2)[N:7]=1)[CH3:10], predict the reactants needed to synthesize it. The reactants are: Cl[C:2]1[N:7]=[C:6]([S:8][CH2:9][CH3:10])[C:5]([C:11]([NH:13][CH2:14][C:15]2[CH:20]=[CH:19][CH:18]=[C:17]([F:21])[CH:16]=2)=[O:12])=[C:4]([CH3:22])[CH:3]=1.[CH3:23][O:24][CH:25]1[CH2:28][NH:27][CH2:26]1.C([O-])([O-])=O.[Cs+].[Cs+]. (5) Given the product [O:30]=[S:27]1(=[O:31])[CH2:28][CH2:29][N:24]([CH2:23][CH:21]2[CH2:22][CH:19]([N:8]3[C:4]4[N:5]=[CH:6][N:7]=[C:2]([NH2:1])[C:3]=4[C:10]([C:11]4[CH:12]=[C:13]([O:18][CH2:37][C@H:33]5[CH2:34][CH2:35][CH2:36][O:32]5)[CH:14]=[CH:15][C:16]=4[F:17])=[CH:9]3)[CH2:20]2)[CH2:25][CH2:26]1, predict the reactants needed to synthesize it. The reactants are: [NH2:1][C:2]1[C:3]2[C:10]([C:11]3[CH:12]=[C:13]([OH:18])[CH:14]=[CH:15][C:16]=3[F:17])=[CH:9][N:8]([C@H:19]3[CH2:22][C@@H:21]([CH2:23][N:24]4[CH2:29][CH2:28][S:27](=[O:31])(=[O:30])[CH2:26][CH2:25]4)[CH2:20]3)[C:4]=2[N:5]=[CH:6][N:7]=1.[O:32]1[CH2:36][CH2:35][CH2:34][C@@H:33]1[CH2:37]O.